Dataset: NCI-60 drug combinations with 297,098 pairs across 59 cell lines. Task: Regression. Given two drug SMILES strings and cell line genomic features, predict the synergy score measuring deviation from expected non-interaction effect. (1) Drug 1: C1CCN(CC1)CCOC2=CC=C(C=C2)C(=O)C3=C(SC4=C3C=CC(=C4)O)C5=CC=C(C=C5)O. Drug 2: COC1=NC(=NC2=C1N=CN2C3C(C(C(O3)CO)O)O)N. Cell line: MDA-MB-435. Synergy scores: CSS=-2.98, Synergy_ZIP=4.90, Synergy_Bliss=5.57, Synergy_Loewe=2.42, Synergy_HSA=0.975. (2) Drug 1: CC1=C(C=C(C=C1)NC2=NC=CC(=N2)N(C)C3=CC4=NN(C(=C4C=C3)C)C)S(=O)(=O)N.Cl. Drug 2: B(C(CC(C)C)NC(=O)C(CC1=CC=CC=C1)NC(=O)C2=NC=CN=C2)(O)O. Cell line: PC-3. Synergy scores: CSS=3.55, Synergy_ZIP=-0.626, Synergy_Bliss=-1.32, Synergy_Loewe=-1.72, Synergy_HSA=-0.743. (3) Cell line: UO-31. Drug 2: C(CCl)NC(=O)N(CCCl)N=O. Synergy scores: CSS=-3.41, Synergy_ZIP=3.04, Synergy_Bliss=0.126, Synergy_Loewe=-0.957, Synergy_HSA=-4.49. Drug 1: C1=CC=C(C(=C1)C(C2=CC=C(C=C2)Cl)C(Cl)Cl)Cl. (4) Drug 1: CS(=O)(=O)C1=CC(=C(C=C1)C(=O)NC2=CC(=C(C=C2)Cl)C3=CC=CC=N3)Cl. Drug 2: CCCS(=O)(=O)NC1=C(C(=C(C=C1)F)C(=O)C2=CNC3=C2C=C(C=N3)C4=CC=C(C=C4)Cl)F. Cell line: 786-0. Synergy scores: CSS=12.8, Synergy_ZIP=-1.10, Synergy_Bliss=4.80, Synergy_Loewe=2.53, Synergy_HSA=5.08.